Dataset: Reaction yield outcomes from USPTO patents with 853,638 reactions. Task: Predict the reaction yield, written as a fraction of the theoretical maximum amount of product (1.0 means a 100% yield; for example, 0.34 means a 34% yield). (1) The reactants are Cl[CH2:2][C:3]1[C:4]([S:9][CH:10]2[CH2:13][CH2:12][CH2:11]2)=[N:5][CH:6]=[CH:7][CH:8]=1.C([O:16][C:17]([CH:19]1[CH2:21][CH:20]1[C:22]1[CH:27]=[CH:26][C:25]([OH:28])=[C:24]([CH3:29])[C:23]=1[CH3:30])=[O:18])C. No catalyst specified. The product is [CH:10]1([S:9][C:4]2[C:3]([CH2:2][O:28][C:25]3[CH:26]=[CH:27][C:22]([CH:20]4[CH2:21][CH:19]4[C:17]([OH:18])=[O:16])=[C:23]([CH3:30])[C:24]=3[CH3:29])=[CH:8][CH:7]=[CH:6][N:5]=2)[CH2:13][CH2:12][CH2:11]1. The yield is 0.820. (2) The reactants are Br[C:2]1[CH:3]=[C:4]2[CH:10]=[N:9][NH:8][C:5]2=[CH:6][N:7]=1.C([O-])([O-])=O.[Na+].[Na+].CC1(C)C(C)(C)OB([C:25]2[NH:29][N:28]=[CH:27][CH:26]=2)O1. The catalyst is COCCOC.CCO. The product is [NH:28]1[CH:27]=[C:26]([C:2]2[CH:3]=[C:4]3[CH:10]=[N:9][NH:8][C:5]3=[CH:6][N:7]=2)[CH:25]=[N:29]1. The yield is 0.220. (3) The reactants are [CH3:1][C:2]([C:5]([NH2:7])=[NH:6])([CH3:4])[CH3:3].Cl.[Cl:9][C:10](Cl)(Cl)[S:11]Cl.[OH-].[Na+]. The catalyst is ClCCl.O. The product is [C:2]([C:5]1[N:7]=[C:10]([Cl:9])[S:11][N:6]=1)([CH3:4])([CH3:3])[CH3:1]. The yield is 0.600. (4) The reactants are [C:1](NCCCC(O)=O)([O:3][C:4]([CH3:7])([CH3:6])[CH3:5])=[O:2].[NH2:15][C:16]1[CH:17]=[C:18]([C:24]([C:28]2[CH:33]=[CH:32][C:31]([O:34][CH3:35])=[C:30]([O:36][CH2:37][CH3:38])[CH:29]=2)=[CH:25][C:26]#[N:27])[CH:19]=[CH:20][C:21]=1[O:22][CH3:23].[CH:39]1([N:45]=C=[N:45][CH:39]2CC[CH2:42][CH2:41][CH2:40]2)CC[CH2:42][CH2:41][CH2:40]1.[OH:54]N1C2C=CC=CC=2N=N1. The catalyst is CN(C=O)C.C(OCC)(=O)C. The product is [C:1]([N:15]([C:16]1[CH:17]=[C:18]([C:24]([C:28]2[CH:33]=[CH:32][C:31]([O:34][CH3:35])=[C:30]([O:36][CH2:37][CH3:38])[CH:29]=2)=[CH:25][C:26]#[N:27])[CH:19]=[CH:20][C:21]=1[O:22][CH3:23])[C:42](=[O:54])[CH2:41][CH2:40][CH2:39][NH2:45])([O:3][C:4]([CH3:5])([CH3:6])[CH3:7])=[O:2]. The yield is 0.890. (5) The reactants are [CH2:1]([O:8][C:9]1[C:10]([C:29]([N:31]([CH2:38][CH2:39][O:40][Si](C(C)(C)C)(C)C)[CH:32]([CH3:37])[C:33]([F:36])([F:35])[F:34])=[O:30])=[N:11][C:12]([CH2:16][C:17]2([C:22]3[CH:27]=[CH:26][C:25]([Cl:28])=[CH:24][CH:23]=3)[CH2:21][CH2:20][CH2:19][CH2:18]2)=[N:13][C:14]=1[OH:15])[C:2]1[CH:7]=[CH:6][CH:5]=[CH:4][CH:3]=1.Cl. The catalyst is O1CCCC1. The product is [CH2:1]([O:8][C:9]1[C:10]([C:29]([N:31]([CH2:38][CH2:39][OH:40])[CH:32]([CH3:37])[C:33]([F:36])([F:35])[F:34])=[O:30])=[N:11][C:12]([CH2:16][C:17]2([C:22]3[CH:23]=[CH:24][C:25]([Cl:28])=[CH:26][CH:27]=3)[CH2:21][CH2:20][CH2:19][CH2:18]2)=[N:13][C:14]=1[OH:15])[C:2]1[CH:3]=[CH:4][CH:5]=[CH:6][CH:7]=1. The yield is 0.885. (6) The reactants are [CH3:1][C:2]1[O:6][C:5]([CH2:7][C:8]([OH:10])=O)=[CH:4][CH:3]=1.CN(C)CCCN=C=NCC.ON1C2N=CC=CC=2N=N1.[F:32][C:33]1[CH:39]=[CH:38][C:36]([NH2:37])=[CH:35][CH:34]=1. The catalyst is CC#N.CN(C=O)C.CCOC(C)=O. The product is [F:32][C:33]1[CH:39]=[CH:38][C:36]([NH:37][C:8](=[O:10])[CH2:7][C:5]2[O:6][C:2]([CH3:1])=[CH:3][CH:4]=2)=[CH:35][CH:34]=1. The yield is 0.950. (7) The reactants are N1C=CC=CC=1.C1(C)C=CC=CC=1.[CH2:14]([OH:28])[CH2:15][CH2:16][CH2:17][CH2:18][CH2:19][CH2:20][CH2:21]/[CH:22]=[CH:23]\[CH:24]=[CH:25]/[CH2:26][CH3:27].[C:29](OC(=O)C)(=[O:31])[CH3:30]. The catalyst is O. The product is [C:29]([O:28][CH2:14][CH2:15][CH2:16][CH2:17][CH2:18][CH2:19][CH2:20][CH2:21]/[CH:22]=[CH:23]\[CH:24]=[CH:25]/[CH2:26][CH3:27])(=[O:31])[CH3:30]. The yield is 0.842. (8) The reactants are FC(F)(F)C(O)=O.[CH3:8][CH:9]([S:11]([N:14]1[CH2:19][CH2:18][CH:17]([C:20]2[C:28]3[C:23](=[C:24]([C:40]([NH2:42])=[O:41])[CH:25]=[C:26]([C:29]4[CH:33]=[C:32]([CH2:34][N:35]([CH3:39])[CH2:36][CH2:37]C)[S:31][CH:30]=4)[CH:27]=3)[NH:22][CH:21]=2)[CH2:16][CH2:15]1)(=[O:13])=[O:12])[CH3:10].CNCCC. No catalyst specified. The product is [CH2:36]([N:35]([CH2:34][C:32]1[S:31][CH:30]=[C:29]([C:26]2[CH:27]=[C:28]3[C:23](=[C:24]([C:40]([NH2:42])=[O:41])[CH:25]=2)[NH:22][CH:21]=[C:20]3[CH:17]2[CH2:18][CH2:19][N:14]([S:11]([CH:9]([CH3:8])[CH3:10])(=[O:12])=[O:13])[CH2:15][CH2:16]2)[CH:33]=1)[CH3:39])[CH3:37]. The yield is 0.159.